This data is from Forward reaction prediction with 1.9M reactions from USPTO patents (1976-2016). The task is: Predict the product of the given reaction. (1) The product is: [F:18][C:7]([F:6])([F:17])[C:8]1[CH:9]=[C:10]2[C:14](=[CH:15][CH:16]=1)[NH:13][CH:12]=[C:11]2[CH:24]=[O:25]. Given the reactants P(Cl)(Cl)(Cl)=O.[F:6][C:7]([F:18])([F:17])[C:8]1[CH:9]=[C:10]2[C:14](=[CH:15][CH:16]=1)[NH:13][CH:12]=[CH:11]2.[OH-].[Na+].CN([CH:24]=[O:25])C, predict the reaction product. (2) The product is: [CH3:1][O:2][C:3]1[CH:4]=[C:5]([NH:17][C:18]2[C:27]3[C:22](=[CH:23][CH:24]=[CH:25][C:26]=3[O:28][C@H:29]([CH3:33])[C:30]([N:45]3[CH2:46][CH2:47][CH2:48][C@@H:43]([OH:42])[CH2:44]3)=[O:31])[N:21]=[CH:20][N:19]=2)[CH:6]=[CH:7][C:8]=1[O:9][C:10]1[CH:11]=[N:12][C:13]([CH3:16])=[CH:14][CH:15]=1. Given the reactants [CH3:1][O:2][C:3]1[CH:4]=[C:5]([NH:17][C:18]2[C:27]3[C:22](=[CH:23][CH:24]=[CH:25][C:26]=3[O:28][C@H:29]([CH3:33])[C:30](O)=[O:31])[N:21]=[CH:20][N:19]=2)[CH:6]=[CH:7][C:8]=1[O:9][C:10]1[CH:11]=[N:12][C:13]([CH3:16])=[CH:14][CH:15]=1.COC1C=C(NC2C3C(=CC=CC=3O[C@H](C)C(OC)=O)N=CN=2)C=CC=1[O:42][C:43]1[CH:44]=[N:45][C:46](C)=[CH:47][CH:48]=1, predict the reaction product. (3) Given the reactants [CH3:1][NH:2][C@H:3]([C:11]1[CH:16]=[CH:15][C:14]([C:17]2[CH:22]=[CH:21][CH:20]=[C:19]([O:23][CH3:24])[CH:18]=2)=[CH:13][CH:12]=1)[CH2:4][N:5]1[CH2:10][CH2:9][O:8][CH2:7][CH2:6]1.[Cl:25][C:26]1[C:27]([Cl:41])=[CH:28][C:29]2[O:34][CH2:33][C:32](=[O:35])[N:31]([CH2:36][C:37]([OH:39])=O)[C:30]=2[CH:40]=1.C(N(CC)CC)C.F[P-](F)(F)(F)(F)F.N1(O[P+](N(C)C)(N(C)C)N(C)C)C2C=CC=CC=2N=N1, predict the reaction product. The product is: [Cl:25][C:26]1[C:27]([Cl:41])=[CH:28][C:29]2[O:34][CH2:33][C:32](=[O:35])[N:31]([CH2:36][C:37]([N:2]([CH3:1])[C@H:3]([C:11]3[CH:12]=[CH:13][C:14]([C:17]4[CH:22]=[CH:21][CH:20]=[C:19]([O:23][CH3:24])[CH:18]=4)=[CH:15][CH:16]=3)[CH2:4][N:5]3[CH2:10][CH2:9][O:8][CH2:7][CH2:6]3)=[O:39])[C:30]=2[CH:40]=1.